Task: Regression/Classification. Given a drug SMILES string, predict its absorption, distribution, metabolism, or excretion properties. Task type varies by dataset: regression for continuous measurements (e.g., permeability, clearance, half-life) or binary classification for categorical outcomes (e.g., BBB penetration, CYP inhibition). Dataset: rlm.. Dataset: Rat liver microsome stability data (1) The compound is Oc1ccc2[nH]cc(CCCCN3CC=C(c4ccccc4)CC3)c2c1. The result is 0 (unstable in rat liver microsomes). (2) The drug is CN(C)C(=O)c1cccc(-c2csc(N3CCC(C(N)=O)CC3)n2)c1. The result is 0 (unstable in rat liver microsomes). (3) The drug is Cc1ccc(SC2=NS(=O)(=O)c3ccccc32)c(C)c1. The result is 1 (stable in rat liver microsomes). (4) The drug is O=[N+]([O-])CC(c1ccccc1F)c1c(-c2cccc(F)c2)[nH]c2c(F)cccc12. The result is 1 (stable in rat liver microsomes). (5) The result is 0 (unstable in rat liver microsomes). The compound is O=C(O)c1cccc(-c2cnc3ccccc3c2)c1. (6) The drug is COc1cccc(C(=O)Nc2cccc(OCc3cc(=O)n4cccc(C)c4n3)c2)c1. The result is 1 (stable in rat liver microsomes). (7) The drug is Cc1ccc(-c2nn(C(C)(C)C)c3ncnc(N)c23)cc1. The result is 1 (stable in rat liver microsomes).